From a dataset of NCI-60 drug combinations with 297,098 pairs across 59 cell lines. Regression. Given two drug SMILES strings and cell line genomic features, predict the synergy score measuring deviation from expected non-interaction effect. Drug 1: CN(C(=O)NC(C=O)C(C(C(CO)O)O)O)N=O. Cell line: MDA-MB-231. Drug 2: C(CCl)NC(=O)N(CCCl)N=O. Synergy scores: CSS=51.2, Synergy_ZIP=-0.708, Synergy_Bliss=-0.245, Synergy_Loewe=-7.95, Synergy_HSA=1.95.